From a dataset of NCI-60 drug combinations with 297,098 pairs across 59 cell lines. Regression. Given two drug SMILES strings and cell line genomic features, predict the synergy score measuring deviation from expected non-interaction effect. (1) Synergy scores: CSS=11.7, Synergy_ZIP=-1.49, Synergy_Bliss=5.01, Synergy_Loewe=3.90, Synergy_HSA=3.87. Drug 1: CC1=C2C(C(=O)C3(C(CC4C(C3C(C(C2(C)C)(CC1OC(=O)C(C(C5=CC=CC=C5)NC(=O)C6=CC=CC=C6)O)O)OC(=O)C7=CC=CC=C7)(CO4)OC(=O)C)O)C)OC(=O)C. Drug 2: C1C(C(OC1N2C=NC3=C2NC=NCC3O)CO)O. Cell line: ACHN. (2) Drug 1: CC1OCC2C(O1)C(C(C(O2)OC3C4COC(=O)C4C(C5=CC6=C(C=C35)OCO6)C7=CC(=C(C(=C7)OC)O)OC)O)O. Drug 2: C1=C(C(=O)NC(=O)N1)N(CCCl)CCCl. Cell line: HOP-92. Synergy scores: CSS=51.6, Synergy_ZIP=-0.487, Synergy_Bliss=-1.83, Synergy_Loewe=0.880, Synergy_HSA=3.54.